From a dataset of Full USPTO retrosynthesis dataset with 1.9M reactions from patents (1976-2016). Predict the reactants needed to synthesize the given product. (1) Given the product [CH2:54]([C:33]1([C:31]([OH:32])=[O:30])[N:37]2[C:38](=[O:53])[C:39]([NH:42][C:43]([O:45][CH2:46][C:47]3[CH:52]=[CH:51][CH:50]=[CH:49][CH:48]=3)=[O:44])=[CH:40][N:41]=[C:36]2[CH2:35][CH2:34]1)[C:55]1[CH:56]=[CH:57][CH:58]=[CH:59][CH:60]=1, predict the reactants needed to synthesize it. The reactants are: C(OC(NC1C(=O)N2C(C)(C(O)=O)CCC2=NC=1)=O)C1C=CC=CC=1.C([O:30][C:31]([C:33]1([CH2:54][C:55]2[CH:60]=[CH:59][CH:58]=[CH:57][CH:56]=2)[N:37]2[C:38](=[O:53])[C:39]([NH:42][C:43]([O:45][CH2:46][C:47]3[CH:52]=[CH:51][CH:50]=[CH:49][CH:48]=3)=[O:44])=[CH:40][N:41]=[C:36]2[CH2:35][CH2:34]1)=[O:32])(C)(C)C. (2) Given the product [OH:1][C@H:2]([C@@H:20]([NH:28][C:29](=[O:48])[C@H:30]([CH2:44][C:45](=[O:47])[NH2:46])[NH:31][C:32]([C:34]1[CH:43]=[CH:42][C:41]2[C:36](=[CH:37][CH:38]=[CH:39][CH:40]=2)[N:35]=1)=[O:33])[CH2:21][C:22]1[CH:27]=[CH:26][CH:25]=[CH:24][CH:23]=1)[CH2:3][N:4]([CH2:13][CH:14]1[CH2:15][CH2:16][CH2:17][CH2:18][CH2:19]1)[NH2:5], predict the reactants needed to synthesize it. The reactants are: [OH:1][C@H:2]([C@@H:20]([NH:28][C:29](=[O:48])[C@H:30]([CH2:44][C:45](=[O:47])[NH2:46])[NH:31][C:32]([C:34]1[CH:43]=[CH:42][C:41]2[C:36](=[CH:37][CH:38]=[CH:39][CH:40]=2)[N:35]=1)=[O:33])[CH2:21][C:22]1[CH:27]=[CH:26][CH:25]=[CH:24][CH:23]=1)[CH2:3][N:4]([CH2:13][CH:14]1[CH2:19][CH2:18][CH2:17][CH2:16][CH2:15]1)[NH:5]C(OC(C)(C)C)=O. (3) Given the product [C:1]([O:6][CH2:7][C:8]([OH:19])([CH3:20])[C:9]([F:17])([F:18])[CH:10]([OH:15])[C:11]([F:14])([F:13])[F:12])(=[O:5])[C:2]([CH3:4])=[CH2:3], predict the reactants needed to synthesize it. The reactants are: [C:1]([O:6][CH2:7][C:8]([CH3:20])([OH:19])[C:9]([F:18])([F:17])[C:10](O)([OH:15])[C:11]([F:14])([F:13])[F:12])(=[O:5])[C:2]([CH3:4])=[CH2:3].Cl. (4) Given the product [OH:25][CH2:12][CH:11]([NH:14][C:15](=[O:21])[O:16][C:17]([CH3:20])([CH3:19])[CH3:18])[CH:8]1[CH2:9][CH2:10][C:5]2([O:4][CH2:3][CH2:2][O:1]2)[CH2:6][CH2:7]1, predict the reactants needed to synthesize it. The reactants are: [O:1]1[C:5]2([CH2:10][CH2:9][CH:8]([CH:11]([NH:14][C:15](=[O:21])[O:16][C:17]([CH3:20])([CH3:19])[CH3:18])[CH:12]=C)[CH2:7][CH2:6]2)[O:4][CH2:3][CH2:2]1.[BH4-].[Na+].C[OH:25]. (5) The reactants are: CC(C)([O-])C.[K+].[CH:7]12[CH2:13][CH:10]([CH:11]=[CH:12]1)[CH2:9][CH:8]2[CH:14]=[O:15].Cl[CH2:17][C:18]([O:20][C:21]([CH3:24])([CH3:23])[CH3:22])=[O:19].O. Given the product [O:15]1[CH:14]([CH:8]2[CH2:9][CH:10]3[CH2:13][CH:7]2[CH:12]=[CH:11]3)[CH:17]1[C:18]([O:20][C:21]([CH3:24])([CH3:23])[CH3:22])=[O:19], predict the reactants needed to synthesize it.